Dataset: Ames mutagenicity test results for genotoxicity prediction. Task: Regression/Classification. Given a drug SMILES string, predict its toxicity properties. Task type varies by dataset: regression for continuous values (e.g., LD50, hERG inhibition percentage) or binary classification for toxic/non-toxic outcomes (e.g., AMES mutagenicity, cardiotoxicity, hepatotoxicity). Dataset: ames. The molecule is Cc1ccc2c(c1)C(C)c1cc(C)ccc1-2. The result is 0 (non-mutagenic).